Task: Predict which catalyst facilitates the given reaction.. Dataset: Catalyst prediction with 721,799 reactions and 888 catalyst types from USPTO (1) Reactant: O[C:2]1[CH:7]=[CH:6][N:5]2[N:8]=[CH:9][C:10]([C:11]([O:13][CH2:14][CH3:15])=[O:12])=[C:4]2[N:3]=1.F[P-](F)(F)(F)(F)F.N1(O[P+](N(C)C)(N(C)C)N(C)C)C2C=CC=CC=2N=N1.CCN(C(C)C)C(C)C.Cl.Cl.[F:54][C:55]1[CH:56]=[C:57]([C@H:62]2[CH2:66][CH2:65][CH2:64][NH:63]2)[C:58]([CH3:61])=[N:59][CH:60]=1. Product: [F:54][C:55]1[CH:56]=[C:57]([C@H:62]2[CH2:66][CH2:65][CH2:64][N:63]2[C:2]2[CH:7]=[CH:6][N:5]3[N:8]=[CH:9][C:10]([C:11]([O:13][CH2:14][CH3:15])=[O:12])=[C:4]3[N:3]=2)[C:58]([CH3:61])=[N:59][CH:60]=1. The catalyst class is: 3. (2) Reactant: C(=O)([O-])[O-].[K+].[K+].[NH2:7][CH2:8][CH2:9][C:10]([CH3:13])([OH:12])[CH3:11].[C:14]([C:16]1[N:21]=[CH:20][C:19]([C:22]2[C:34]3[C:33]4[C:28](=[CH:29][CH:30]=[CH:31][CH:32]=4)[N:27]([C:35]4[CH:47]=[CH:46][C:38]([C:39]([O:41][C:42]([CH3:45])([CH3:44])[CH3:43])=[O:40])=[C:37](F)[CH:36]=4)[C:26]=3[CH:25]=[CH:24][CH:23]=2)=[CH:18][CH:17]=1)#[N:15]. Product: [C:14]([C:16]1[N:21]=[CH:20][C:19]([C:22]2[C:34]3[C:33]4[C:28](=[CH:29][CH:30]=[CH:31][CH:32]=4)[N:27]([C:35]4[CH:36]=[CH:37][C:38]([C:39]([O:41][C:42]([CH3:43])([CH3:44])[CH3:45])=[O:40])=[C:46]([NH:7][CH2:8][CH2:9][C:10]([OH:12])([CH3:13])[CH3:11])[CH:47]=4)[C:26]=3[CH:25]=[CH:24][CH:23]=2)=[CH:18][CH:17]=1)#[N:15]. The catalyst class is: 58. (3) Reactant: [CH3:1][O:2][C:3](=[O:40])[C:4]([N:6]([C:13]1[CH:18]=[C:17]([Cl:19])[CH:16]=[CH:15][C:14]=1[C:20](=[O:39])[CH2:21][CH2:22][C:23]1[CH:28]=[CH:27][C:26]([S:29]([N:32]2[CH2:37][CH2:36][N:35]([CH3:38])[CH2:34][CH2:33]2)(=[O:31])=[O:30])=[CH:25][CH:24]=1)[C:7]1[CH:12]=[CH:11][CH:10]=[CH:9][CH:8]=1)=O.C([O-])([O-])=O.[K+].[K+]. Product: [CH3:1][O:2][C:3]([C:4]1[N:6]([C:7]2[CH:12]=[CH:11][CH:10]=[CH:9][CH:8]=2)[C:13]2[C:14]([C:20](=[O:39])[C:21]=1[CH2:22][C:23]1[CH:28]=[CH:27][C:26]([S:29]([N:32]3[CH2:37][CH2:36][N:35]([CH3:38])[CH2:34][CH2:33]3)(=[O:30])=[O:31])=[CH:25][CH:24]=1)=[CH:15][CH:16]=[C:17]([Cl:19])[CH:18]=2)=[O:40]. The catalyst class is: 5. (4) Reactant: [CH3:1][C:2]([CH3:14])([CH3:13])[CH2:3][CH2:4][C:5]1[CH:12]=[CH:11][C:8]([CH2:9][NH2:10])=[CH:7][CH:6]=1.Cl.C(OC(NCC1C=CC(CCC(C)(C)C)=CC=1)=O)(C)(C)C. Product: [CH3:1][C:2]([CH3:14])([CH3:13])[C:3]#[C:4][C:5]1[CH:6]=[CH:7][C:8]([C:9]#[N:10])=[CH:11][CH:12]=1. The catalyst class is: 169. (5) Reactant: [OH:1][C:2]1[CH:10]=[CH:9][C:5]([C:6]([NH2:8])=[O:7])=[CH:4][CH:3]=1.[CH2:11]([CH:13]1[O:15][CH2:14]1)Cl.C(=O)([O-])[O-].[K+].[K+]. Product: [O:15]1[CH2:14][CH:13]1[CH2:11][O:1][C:2]1[CH:10]=[CH:9][C:5]([C:6]([NH2:8])=[O:7])=[CH:4][CH:3]=1. The catalyst class is: 3. (6) The catalyst class is: 455. Reactant: Br[C:2]1[CH:3]=[C:4]([C:8]2([C:18]3[CH:23]=[CH:22][N:21]=[C:20]([C:24]([F:27])([F:26])[F:25])[CH:19]=3)[C:16]3[C:11](=[N:12][CH:13]=[CH:14][CH:15]=3)[C:10]([NH2:17])=[N:9]2)[CH:5]=[CH:6][CH:7]=1.[CH3:28][O:29][C:30]1[CH:35]=[CH:34][N:33]=[C:32]([Sn](CCCC)(CCCC)CCCC)[CH:31]=1. Product: [CH3:28][O:29][C:30]1[CH:35]=[CH:34][N:33]=[C:32]([C:2]2[CH:3]=[C:4]([C:8]3([C:18]4[CH:23]=[CH:22][N:21]=[C:20]([C:24]([F:25])([F:26])[F:27])[CH:19]=4)[C:16]4[C:11](=[N:12][CH:13]=[CH:14][CH:15]=4)[C:10]([NH2:17])=[N:9]3)[CH:5]=[CH:6][CH:7]=2)[CH:31]=1. (7) Reactant: Br.[C:2]1([N:8]2[CH2:12][C:11]3([CH2:17][CH2:16][NH:15][CH2:14][CH2:13]3)[O:10][C:9]2=[O:18])[CH:7]=[CH:6][CH:5]=[CH:4][CH:3]=1.Cl[C:20]1[NH:24][C:23]2[CH:25]=[CH:26][C:27]([F:29])=[CH:28][C:22]=2[N:21]=1.C(N(C(C)C)CC)(C)C. Product: [F:29][C:27]1[CH:26]=[CH:25][C:23]2[NH:24][C:20]([N:15]3[CH2:14][CH2:13][C:11]4([O:10][C:9](=[O:18])[N:8]([C:2]5[CH:3]=[CH:4][CH:5]=[CH:6][CH:7]=5)[CH2:12]4)[CH2:17][CH2:16]3)=[N:21][C:22]=2[CH:28]=1. The catalyst class is: 16. (8) Reactant: [NH:1]1[C:5]2=[N:6][CH:7]=[C:8]([O:10][C:11]3[CH:20]=[C:19]([N:21]4[CH2:26][CH2:25][N:24]([CH2:27][C:28]5[CH2:29][C:30]6([CH2:36][CH2:37][C:38]=5[C:39]5[CH:44]=[CH:43][C:42]([Cl:45])=[CH:41][CH:40]=5)[CH2:35][CH2:34][NH:33][CH2:32][CH2:31]6)[CH2:23][CH2:22]4)[CH:18]=[CH:17][C:12]=3[C:13]([O:15][CH3:16])=[O:14])[CH:9]=[C:4]2[CH:3]=[CH:2]1.[F:46][CH2:47][C:48]([CH2:50][F:51])=O.C(O[BH-](OC(=O)C)OC(=O)C)(=O)C.[Na+]. Product: [NH:1]1[C:5]2=[N:6][CH:7]=[C:8]([O:10][C:11]3[CH:20]=[C:19]([N:21]4[CH2:22][CH2:23][N:24]([CH2:27][C:28]5[CH2:29][C:30]6([CH2:36][CH2:37][C:38]=5[C:39]5[CH:40]=[CH:41][C:42]([Cl:45])=[CH:43][CH:44]=5)[CH2:31][CH2:32][N:33]([CH:48]([CH2:50][F:51])[CH2:47][F:46])[CH2:34][CH2:35]6)[CH2:25][CH2:26]4)[CH:18]=[CH:17][C:12]=3[C:13]([O:15][CH3:16])=[O:14])[CH:9]=[C:4]2[CH:3]=[CH:2]1. The catalyst class is: 96. (9) Reactant: I[CH:2]1[CH2:10][CH:9]2[CH2:11][C:5]3([NH:13][C:14](=[O:20])[O:15][C:16]([CH3:19])([CH3:18])[CH3:17])[CH2:6][CH:7]([CH2:12][CH:3]1[CH2:4]3)[CH2:8]2.CC(N=NC(C#N)(C)C)(C#N)C.CCCC[SnH](CCCC)CCCC. Product: [C:5]12([NH:13][C:14](=[O:20])[O:15][C:16]([CH3:18])([CH3:17])[CH3:19])[CH2:11][CH:9]3[CH2:8][CH:7]([CH2:12][CH:3]([CH2:2][CH2:10]3)[CH2:4]1)[CH2:6]2. The catalyst class is: 11.